From a dataset of Full USPTO retrosynthesis dataset with 1.9M reactions from patents (1976-2016). Predict the reactants needed to synthesize the given product. (1) Given the product [CH2:1]([O:3][C:4]([C:6]1([C:9]2[CH:14]=[CH:13][C:12]([C:15]3[CH:20]=[CH:19][C:18]([C:21]4[O:25][N:24]=[C:23]([CH3:26])[C:22]=4[NH:27][C:28]4[CH:33]=[CH:32][CH:31]=[C:30]([C:42]5[CH:41]=[CH:40][CH:39]=[C:38]([C:36](=[O:37])[NH2:35])[CH:43]=5)[N:29]=4)=[CH:17][CH:16]=3)=[CH:11][CH:10]=2)[CH2:8][CH2:7]1)=[O:5])[CH3:2], predict the reactants needed to synthesize it. The reactants are: [CH2:1]([O:3][C:4]([C:6]1([C:9]2[CH:14]=[CH:13][C:12]([C:15]3[CH:20]=[CH:19][C:18]([C:21]4[O:25][N:24]=[C:23]([CH3:26])[C:22]=4[NH:27][C:28]4[CH:33]=[CH:32][CH:31]=[C:30](Br)[N:29]=4)=[CH:17][CH:16]=3)=[CH:11][CH:10]=2)[CH2:8][CH2:7]1)=[O:5])[CH3:2].[NH2:35][C:36]([C:38]1[CH:39]=[C:40](B(O)O)[CH:41]=[CH:42][CH:43]=1)=[O:37]. (2) Given the product [C:11]([O:10][C:8]([N:6]1[CH2:7][C@H:2]([F:1])[C@H:3]([OH:17])[C:4]([CH3:16])([CH3:15])[CH2:5]1)=[O:9])([CH3:14])([CH3:12])[CH3:13], predict the reactants needed to synthesize it. The reactants are: [F:1][CH:2]1[CH2:7][N:6]([C:8]([O:10][C:11]([CH3:14])([CH3:13])[CH3:12])=[O:9])[CH2:5][C:4]([CH3:16])([CH3:15])[C:3]1=[O:17].CCC(C)[BH-](C(C)CC)C(C)CC.[Li+]. (3) Given the product [F:13][C:12]([F:15])([F:14])[C:8]1[CH:7]=[C:6]2[C:11]([C:2]([NH:22][CH2:23][CH2:24][NH2:25])=[CH:3][CH:4]=[N:5]2)=[CH:10][CH:9]=1, predict the reactants needed to synthesize it. The reactants are: Cl[C:2]1[C:11]2[C:6](=[CH:7][C:8]([C:12]([F:15])([F:14])[F:13])=[CH:9][CH:10]=2)[N:5]=[CH:4][CH:3]=1.C(OC(=O)[NH:22][CH2:23][CH2:24][NH2:25])(C)(C)C.Cl. (4) Given the product [CH2:20]([O:28][C:29](=[O:30])[NH:10][C@H:9]1[CH2:8][NH:7][C:6]1=[O:5])[CH2:21][C:22]1[CH:27]=[CH:26][CH:25]=[CH:24][CH:23]=1, predict the reactants needed to synthesize it. The reactants are: C([O-])(=O)C.[O:5]=[C:6]1[C@@H:9]([NH3+:10])[CH2:8][NH:7]1.CCN(C(C)C)C(C)C.[CH2:20]([O:28][C:29](N1C=CC=CC1=O)=[O:30])[CH2:21][C:22]1[CH:27]=[CH:26][CH:25]=[CH:24][CH:23]=1. (5) The reactants are: F[C:2]1[CH:7]=[C:6]([F:8])[CH:5]=[CH:4][C:3]=1[C:9]1[N:14]=[CH:13][N:12]=[C:11]([NH:15][C:16]2[CH:17]=[C:18]([CH:29]=[CH:30][CH:31]=2)[CH2:19][S:20](=[N:23]C(=O)OCC)([CH3:22])=[O:21])[N:10]=1.[CH2:32]([OH:36])/[CH:33]=[CH:34]\[CH3:35]. Given the product [CH2:32]([O:36][C:2]1[CH:7]=[C:6]([F:8])[CH:5]=[CH:4][C:3]=1[C:9]1[N:14]=[CH:13][N:12]=[C:11]([NH:15][C:16]2[CH:31]=[CH:30][CH:29]=[C:18]([CH2:19][S:20]([CH3:22])(=[NH:23])=[O:21])[CH:17]=2)[N:10]=1)/[CH:33]=[CH:34]\[CH3:35], predict the reactants needed to synthesize it. (6) Given the product [F:33][C:30]1[CH:31]=[CH:32][C:27]([O:26][C:23]2[CH:24]=[CH:25][C:20]([CH2:19][S:16][C:13]3[NH:14][CH:15]=[C:10]([CH2:9][C:6]4[CH:7]=[N:8][C:3]([O:2][CH3:1])=[N:4][CH:5]=4)[C:11](=[O:17])[N:12]=3)=[CH:21][CH:22]=2)=[CH:28][CH:29]=1, predict the reactants needed to synthesize it. The reactants are: [CH3:1][O:2][C:3]1[N:8]=[CH:7][C:6]([CH2:9][C:10]2[C:11](=[O:17])[NH:12][C:13](=[S:16])[NH:14][CH:15]=2)=[CH:5][N:4]=1.Cl[CH2:19][C:20]1[CH:25]=[CH:24][C:23]([O:26][C:27]2[CH:32]=[CH:31][C:30]([F:33])=[CH:29][CH:28]=2)=[CH:22][CH:21]=1.C(NC(C)C)(C)C.